This data is from Forward reaction prediction with 1.9M reactions from USPTO patents (1976-2016). The task is: Predict the product of the given reaction. (1) Given the reactants [CH2:1]([O:3][CH:4]1[CH2:8][C:7]2[C:9](=[O:13])[CH2:10][CH2:11][CH2:12][C:6]=2[O:5]1)[CH3:2], predict the reaction product. The product is: [CH2:1]([O:3][CH:4]1[CH2:8][CH:7]2[C:9](=[O:13])[CH2:10][CH2:11][CH2:12][CH:6]2[O:5]1)[CH3:2]. (2) Given the reactants [C:1](Cl)(=[O:4])[CH2:2][CH3:3].N1C=CC=CC=1.[Cl:12][C:13]1[N:18]=[C:17]([N:19]2[C:23]([CH3:24])=[CH:22][C:21]([CH3:25])=[N:20]2)[N:16]=[C:15]([NH2:26])[CH:14]=1.C(=O)(O)[O-].[Na+], predict the reaction product. The product is: [Cl:12][C:13]1[N:18]=[C:17]([N:19]2[C:23]([CH3:24])=[CH:22][C:21]([CH3:25])=[N:20]2)[N:16]=[C:15]([NH:26][C:1](=[O:4])[CH2:2][CH3:3])[CH:14]=1. (3) Given the reactants Cl.[C:2]1([CH3:31])[CH:7]=[CH:6][C:5]([S:8]([N:11]2[C:19]3[C:14](=[CH:15][CH:16]=[CH:17][CH:18]=3)[C:13]([CH2:20][N:21]3[CH2:25][CH2:24][C:23]4([CH2:29][CH2:28][NH:27][CH2:26]4)[C:22]3=[O:30])=[CH:12]2)(=[O:10])=[O:9])=[CH:4][CH:3]=1.Cl[C:33]1[N:38]=[C:37]([O:39][CH3:40])[CH:36]=[CH:35][N:34]=1.C(N(C(C)C)CC)(C)C, predict the reaction product. The product is: [CH3:40][O:39][C:37]1[CH:36]=[CH:35][N:34]=[C:33]([N:27]2[CH2:28][CH2:29][C:23]3([C:22](=[O:30])[N:21]([CH2:20][C:13]4[C:14]5[C:19](=[CH:18][CH:17]=[CH:16][CH:15]=5)[N:11]([S:8]([C:5]5[CH:6]=[CH:7][C:2]([CH3:31])=[CH:3][CH:4]=5)(=[O:10])=[O:9])[CH:12]=4)[CH2:25][CH2:24]3)[CH2:26]2)[N:38]=1. (4) Given the reactants [C:1]([C:3]1[N:8]=[C:7]([NH:9][CH3:10])[C:6]2[C:11]([C:30]([O:32]C)=O)=[N:12][N:13]([C:14]3[CH:19]=[CH:18][CH:17]=[C:16]([C:20]#[C:21][C@:22]4([OH:29])[CH2:26][CH2:25][N:24]([CH3:27])[C:23]4=[O:28])[CH:15]=3)[C:5]=2[CH:4]=1)#[N:2].[NH3:34], predict the reaction product. The product is: [C:1]([C:3]1[N:8]=[C:7]([NH:9][CH3:10])[C:6]2[C:11]([C:30]([NH2:34])=[O:32])=[N:12][N:13]([C:14]3[CH:19]=[CH:18][CH:17]=[C:16]([C:20]#[C:21][C@:22]4([OH:29])[CH2:26][CH2:25][N:24]([CH3:27])[C:23]4=[O:28])[CH:15]=3)[C:5]=2[CH:4]=1)#[N:2]. (5) Given the reactants FC(F)(F)[C:3]([O-:5])=[O:4].[Br:8][C:9]1[CH:14]=[CH:13][C:12]([C:15]2([CH2:27]C(O)=O)[C:23]3[C:18](=[CH:19][CH:20]=[CH:21][CH:22]=3)[C:17]3=[NH+:24][CH:25]=[CH:26][N:16]23)=[CH:11][CH:10]=1.CC[N:33](CC)CC.C1(P(N=[N+]=[N-])(C2C=CC=CC=2)=O)C=CC=CC=1.[CH3:55][C:56](O)([CH3:58])[CH3:57], predict the reaction product. The product is: [Br:8][C:9]1[CH:10]=[CH:11][C:12]([C:15]2([CH2:27][NH:33][C:3](=[O:4])[O:5][C:56]([CH3:58])([CH3:57])[CH3:55])[C:23]3[C:18](=[CH:19][CH:20]=[CH:21][CH:22]=3)[C:17]3=[N:24][CH:25]=[CH:26][N:16]23)=[CH:13][CH:14]=1. (6) The product is: [CH3:18][C:17]1([CH3:22])[O:14][C@H:11]([CH2:10][O:9][C:8]2[CH:15]=[CH:16][C:5]([CH2:4][CH2:3][CH2:2][OH:1])=[CH:6][CH:7]=2)[CH2:12][O:13]1. Given the reactants [OH:1][CH2:2][CH2:3][CH2:4][C:5]1[CH:16]=[CH:15][C:8]([O:9][CH2:10][C@@H:11]([OH:14])[CH2:12][OH:13])=[CH:7][CH:6]=1.[C:17]1(C)[CH:22]=CC(S([O-])(=O)=O)=C[CH:18]=1.[NH+]1C=CC=CC=1.COC(OC)(C)C, predict the reaction product. (7) The product is: [NH2:33][CH2:32][C:29]1[CH:30]=[CH:31][C:26]([CH:6]([CH:1]2[CH2:2][CH2:3][CH2:4][CH2:5]2)[C:7]([NH:9][C:10]2[C:11]([CH3:25])=[C:12]([CH2:16][CH2:17][C:18]([O:20][C:21]([CH3:22])([CH3:23])[CH3:24])=[O:19])[CH:13]=[CH:14][CH:15]=2)=[O:8])=[CH:27][CH:28]=1. Given the reactants [CH:1]1([CH:6]([C:26]2[CH:31]=[CH:30][C:29]([CH2:32][N:33]3C(=O)C4C(=CC=CC=4)C3=O)=[CH:28][CH:27]=2)[C:7]([NH:9][C:10]2[C:11]([CH3:25])=[C:12]([CH2:16][CH2:17][C:18]([O:20][C:21]([CH3:24])([CH3:23])[CH3:22])=[O:19])[CH:13]=[CH:14][CH:15]=2)=[O:8])[CH2:5][CH2:4][CH2:3][CH2:2]1.O.NN, predict the reaction product.